From a dataset of Peptide-MHC class I binding affinity with 185,985 pairs from IEDB/IMGT. Regression. Given a peptide amino acid sequence and an MHC pseudo amino acid sequence, predict their binding affinity value. This is MHC class I binding data. (1) The peptide sequence is LFMSHVKSV. The MHC is HLA-B07:02 with pseudo-sequence HLA-B07:02. The binding affinity (normalized) is 0.0847. (2) The peptide sequence is RIYSHIAPY. The MHC is HLA-B40:01 with pseudo-sequence HLA-B40:01. The binding affinity (normalized) is 0.0847.